Dataset: Catalyst prediction with 721,799 reactions and 888 catalyst types from USPTO. Task: Predict which catalyst facilitates the given reaction. (1) Reactant: [Cl:1][C:2]1[C:11]([C:12](=[O:14])[CH3:13])=[CH:10][C:9]2[C:4](=[CH:5][C:6]([F:15])=[CH:7][CH:8]=2)[N:3]=1.C(=O)=O.C(#N)C. Product: [Cl:1][C:2]1[C:11]([C@H:12]([OH:14])[CH3:13])=[CH:10][C:9]2[C:4](=[CH:5][C:6]([F:15])=[CH:7][CH:8]=2)[N:3]=1. The catalyst class is: 1. (2) Reactant: [NH2:1][C:2]1[C:13]2[C@@:12]3([CH3:16])[C@H:14]([CH3:15])[C@H:8]([N:9]([C:17]([C:19]4[CH:27]=[CH:26][C:22]5[N:23]=[CH:24][NH:25][C:21]=5[CH:20]=4)=[O:18])[CH2:10][CH2:11]3)[CH2:7][C:6]=2[CH:5]=[CH:4][C:3]=1[O:28][CH3:29].CO[CH:32]1[CH2:36][CH2:35][CH:34](OC)O1. Product: [N:23]1[C:22]2[CH:26]=[CH:27][C:19]([C:17]([N:9]3[CH2:10][CH2:11][C@:12]4([CH3:16])[C@H:14]([CH3:15])[C@H:8]3[CH2:7][C:6]3[CH:5]=[CH:4][C:3]([O:28][CH3:29])=[C:2]([N:1]5[CH:32]=[CH:36][CH:35]=[CH:34]5)[C:13]=34)=[O:18])=[CH:20][C:21]=2[NH:25][CH:24]=1. The catalyst class is: 86. (3) Reactant: [CH2:1]([O:19][C@@H:20]1[C@H:24]([OH:25])[C@@H:23]([CH2:26][OH:27])[O:22][C@H:21]1[N:28]1[C:38]2[N:37]=[C:35]([NH2:36])[NH:34][C:32](=[O:33])[C:31]=2[N:30]=[CH:29]1)[CH2:2][CH2:3][CH2:4][CH2:5][CH2:6][CH2:7][CH2:8][CH2:9][CH2:10][CH2:11][CH2:12][CH2:13][CH2:14][CH2:15][CH2:16][CH2:17][CH3:18].C[Si](Cl)(C)C.[C:44](Cl)(=[O:48])[CH:45]([CH3:47])[CH3:46]. Product: [C:44]([NH:36][C:35]1[NH:34][C:32](=[O:33])[C:31]2[N:30]=[CH:29][N:28]([C:38]=2[N:37]=1)[C@@H:21]1[O:22][C@H:23]([CH2:26][OH:27])[C@@H:24]([OH:25])[C@H:20]1[O:19][CH2:1][CH2:2][CH2:3][CH2:4][CH2:5][CH2:6][CH2:7][CH2:8][CH2:9][CH2:10][CH2:11][CH2:12][CH2:13][CH2:14][CH2:15][CH2:16][CH2:17][CH3:18])(=[O:48])[CH:45]([CH3:47])[CH3:46]. The catalyst class is: 17.